Regression. Given two drug SMILES strings and cell line genomic features, predict the synergy score measuring deviation from expected non-interaction effect. From a dataset of NCI-60 drug combinations with 297,098 pairs across 59 cell lines. (1) Drug 1: CC1=C(C=C(C=C1)C(=O)NC2=CC(=CC(=C2)C(F)(F)F)N3C=C(N=C3)C)NC4=NC=CC(=N4)C5=CN=CC=C5. Drug 2: CS(=O)(=O)OCCCCOS(=O)(=O)C. Cell line: HOP-92. Synergy scores: CSS=1.95, Synergy_ZIP=0.0198, Synergy_Bliss=3.33, Synergy_Loewe=-1.73, Synergy_HSA=-1.12. (2) Drug 1: C1C(C(OC1N2C=C(C(=O)NC2=O)F)CO)O. Drug 2: CC1=C(C(=O)C2=C(C1=O)N3CC4C(C3(C2COC(=O)N)OC)N4)N. Cell line: SF-539. Synergy scores: CSS=66.6, Synergy_ZIP=-1.70, Synergy_Bliss=-1.79, Synergy_Loewe=0.466, Synergy_HSA=4.21. (3) Drug 1: CC12CCC(CC1=CCC3C2CCC4(C3CC=C4C5=CN=CC=C5)C)O. Drug 2: CC1C(C(=O)NC(C(=O)N2CCCC2C(=O)N(CC(=O)N(C(C(=O)O1)C(C)C)C)C)C(C)C)NC(=O)C3=C4C(=C(C=C3)C)OC5=C(C(=O)C(=C(C5=N4)C(=O)NC6C(OC(=O)C(N(C(=O)CN(C(=O)C7CCCN7C(=O)C(NC6=O)C(C)C)C)C)C(C)C)C)N)C. Cell line: UACC-257. Synergy scores: CSS=-4.01, Synergy_ZIP=-1.17, Synergy_Bliss=0.380, Synergy_Loewe=0.0507, Synergy_HSA=-0.544. (4) Drug 1: CC1C(C(CC(O1)OC2CC(CC3=C2C(=C4C(=C3O)C(=O)C5=C(C4=O)C(=CC=C5)OC)O)(C(=O)C)O)N)O.Cl. Drug 2: C#CCC(CC1=CN=C2C(=N1)C(=NC(=N2)N)N)C3=CC=C(C=C3)C(=O)NC(CCC(=O)O)C(=O)O. Cell line: LOX IMVI. Synergy scores: CSS=20.3, Synergy_ZIP=-16.7, Synergy_Bliss=-21.2, Synergy_Loewe=-19.8, Synergy_HSA=-19.1. (5) Drug 1: C1=CC(=C2C(=C1NCCNCCO)C(=O)C3=C(C=CC(=C3C2=O)O)O)NCCNCCO. Drug 2: CCC1(C2=C(COC1=O)C(=O)N3CC4=CC5=C(C=CC(=C5CN(C)C)O)N=C4C3=C2)O.Cl. Cell line: SNB-19. Synergy scores: CSS=45.3, Synergy_ZIP=-1.74, Synergy_Bliss=-3.37, Synergy_Loewe=-2.33, Synergy_HSA=0.570. (6) Drug 1: COC1=CC(=CC(=C1O)OC)C2C3C(COC3=O)C(C4=CC5=C(C=C24)OCO5)OC6C(C(C7C(O6)COC(O7)C8=CC=CS8)O)O. Drug 2: CC1CCCC2(C(O2)CC(NC(=O)CC(C(C(=O)C(C1O)C)(C)C)O)C(=CC3=CSC(=N3)C)C)C. Cell line: NCI-H322M. Synergy scores: CSS=5.08, Synergy_ZIP=-1.79, Synergy_Bliss=-0.0810, Synergy_Loewe=-0.476, Synergy_HSA=-0.158. (7) Drug 1: CC12CCC3C(C1CCC2=O)CC(=C)C4=CC(=O)C=CC34C. Drug 2: CC(C1=C(C=CC(=C1Cl)F)Cl)OC2=C(N=CC(=C2)C3=CN(N=C3)C4CCNCC4)N. Cell line: PC-3. Synergy scores: CSS=46.6, Synergy_ZIP=-1.93, Synergy_Bliss=-2.84, Synergy_Loewe=-2.05, Synergy_HSA=-1.96. (8) Cell line: NCIH23. Drug 1: CC1=CC2C(CCC3(C2CCC3(C(=O)C)OC(=O)C)C)C4(C1=CC(=O)CC4)C. Synergy scores: CSS=40.0, Synergy_ZIP=2.36, Synergy_Bliss=3.71, Synergy_Loewe=-46.9, Synergy_HSA=2.75. Drug 2: CC1C(C(CC(O1)OC2CC(CC3=C2C(=C4C(=C3O)C(=O)C5=CC=CC=C5C4=O)O)(C(=O)C)O)N)O. (9) Drug 1: C1CN1P(=S)(N2CC2)N3CC3. Cell line: OVCAR-4. Drug 2: C1=NC2=C(N=C(N=C2N1C3C(C(C(O3)CO)O)O)F)N. Synergy scores: CSS=-0.549, Synergy_ZIP=0.420, Synergy_Bliss=1.14, Synergy_Loewe=-3.68, Synergy_HSA=-2.11.